Predict the product of the given reaction. From a dataset of Forward reaction prediction with 1.9M reactions from USPTO patents (1976-2016). (1) Given the reactants [CH3:1][C:2]1[N:3]=[C:4]([C:13]2[CH:18]=[CH:17][CH:16]=[CH:15][CH:14]=2)[N:5]2[C:10]=1[CH:9]=[N:8][C:7](SC)=[N:6]2.CC1N=C(C2C=CC=CC=2)N2C=1C=NC(S(C)(=O)=O)=N2.Cl.[N:40]1([CH2:46][CH2:47][O:48][C:49]2[CH:54]=[CH:53][C:52]([NH2:55])=[CH:51][CH:50]=2)[CH2:45][CH2:44][CH2:43][CH2:42][CH2:41]1.C(N(CC)CC)C, predict the reaction product. The product is: [CH3:1][C:2]1[N:3]=[C:4]([C:13]2[CH:18]=[CH:17][CH:16]=[CH:15][CH:14]=2)[N:5]2[C:10]=1[CH:9]=[N:8][C:7]([NH:55][C:52]1[CH:53]=[CH:54][C:49]([O:48][CH2:47][CH2:46][N:40]3[CH2:45][CH2:44][CH2:43][CH2:42][CH2:41]3)=[CH:50][CH:51]=1)=[N:6]2. (2) The product is: [ClH:25].[NH2:8][CH2:9][C:10]([NH:29][CH2:28][C:27]([F:31])([F:30])[F:26])=[O:11]. Given the reactants C(OC([NH:8][CH2:9][C:10](O)=[O:11])=O)(C)(C)C.C1N=CN(C(N2C=NC=C2)=O)C=1.[ClH:25].[F:26][C:27]([F:31])([F:30])[CH2:28][NH2:29].Cl, predict the reaction product.